This data is from NCI-60 drug combinations with 297,098 pairs across 59 cell lines. The task is: Regression. Given two drug SMILES strings and cell line genomic features, predict the synergy score measuring deviation from expected non-interaction effect. (1) Drug 1: CC1OCC2C(O1)C(C(C(O2)OC3C4COC(=O)C4C(C5=CC6=C(C=C35)OCO6)C7=CC(=C(C(=C7)OC)O)OC)O)O. Drug 2: CN1C(=O)N2C=NC(=C2N=N1)C(=O)N. Cell line: SK-MEL-5. Synergy scores: CSS=12.3, Synergy_ZIP=-6.89, Synergy_Bliss=3.86, Synergy_Loewe=-24.3, Synergy_HSA=-2.39. (2) Drug 1: CC1CC2C3CCC4=CC(=O)C=CC4(C3(C(CC2(C1(C(=O)CO)O)C)O)F)C. Drug 2: CC(C)(C1=NC(=CC=C1)N2C3=NC(=NC=C3C(=O)N2CC=C)NC4=CC=C(C=C4)N5CCN(CC5)C)O. Cell line: HT29. Synergy scores: CSS=45.5, Synergy_ZIP=6.69, Synergy_Bliss=10.1, Synergy_Loewe=-56.2, Synergy_HSA=9.67. (3) Drug 1: C1CN1P(=S)(N2CC2)N3CC3. Drug 2: CC1C(C(CC(O1)OC2CC(CC3=C2C(=C4C(=C3O)C(=O)C5=CC=CC=C5C4=O)O)(C(=O)C)O)N)O. Cell line: RXF 393. Synergy scores: CSS=53.8, Synergy_ZIP=-3.66, Synergy_Bliss=-2.21, Synergy_Loewe=1.08, Synergy_HSA=1.77. (4) Drug 1: C1=NNC2=C1C(=O)NC=N2. Drug 2: CC1CCCC2(C(O2)CC(NC(=O)CC(C(C(=O)C(C1O)C)(C)C)O)C(=CC3=CSC(=N3)C)C)C. Cell line: SK-MEL-28. Synergy scores: CSS=22.6, Synergy_ZIP=0.955, Synergy_Bliss=-2.13, Synergy_Loewe=-21.0, Synergy_HSA=-2.77. (5) Drug 1: CC1CC2C3CCC4=CC(=O)C=CC4(C3(C(CC2(C1(C(=O)CO)O)C)O)F)C. Drug 2: CCC1=C2N=C(C=C(N2N=C1)NCC3=C[N+](=CC=C3)[O-])N4CCCCC4CCO. Cell line: T-47D. Synergy scores: CSS=22.4, Synergy_ZIP=1.30, Synergy_Bliss=-1.71, Synergy_Loewe=-36.9, Synergy_HSA=-3.22. (6) Drug 1: C1CCN(CC1)CCOC2=CC=C(C=C2)C(=O)C3=C(SC4=C3C=CC(=C4)O)C5=CC=C(C=C5)O. Drug 2: CCC1(CC2CC(C3=C(CCN(C2)C1)C4=CC=CC=C4N3)(C5=C(C=C6C(=C5)C78CCN9C7C(C=CC9)(C(C(C8N6C)(C(=O)OC)O)OC(=O)C)CC)OC)C(=O)OC)O.OS(=O)(=O)O. Cell line: HL-60(TB). Synergy scores: CSS=60.4, Synergy_ZIP=15.3, Synergy_Bliss=17.3, Synergy_Loewe=-37.7, Synergy_HSA=9.73. (7) Drug 1: COC1=C2C(=CC3=C1OC=C3)C=CC(=O)O2. Drug 2: C1C(C(OC1N2C=NC3=C2NC=NCC3O)CO)O. Cell line: K-562. Synergy scores: CSS=8.91, Synergy_ZIP=10.8, Synergy_Bliss=9.02, Synergy_Loewe=9.99, Synergy_HSA=0.496. (8) Drug 1: CN1C2=C(C=C(C=C2)N(CCCl)CCCl)N=C1CCCC(=O)O.Cl. Drug 2: COCCOC1=C(C=C2C(=C1)C(=NC=N2)NC3=CC=CC(=C3)C#C)OCCOC.Cl. Cell line: HS 578T. Synergy scores: CSS=0.703, Synergy_ZIP=-1.07, Synergy_Bliss=-1.97, Synergy_Loewe=1.06, Synergy_HSA=-1.64.